Dataset: Reaction yield outcomes from USPTO patents with 853,638 reactions. Task: Predict the reaction yield, written as a fraction of the theoretical maximum amount of product (1.0 means a 100% yield; for example, 0.34 means a 34% yield). The reactants are C(O[C:6]([N:8]1[CH2:12][CH2:11][CH2:10][CH:9]1[C:13]1[CH:18]=[CH:17][C:16]([NH2:19])=[CH:15][CH:14]=1)=O)(C)(C)C.[CH2:20](N1CCCC1C1C=CC(Br)=CC=1)[CH:21]=C. No catalyst specified. The product is [CH2:6]([N:8]1[CH2:12][CH2:11][CH2:10][CH:9]1[C:13]1[CH:14]=[CH:15][C:16]([NH2:19])=[CH:17][CH:18]=1)[CH:20]=[CH2:21]. The yield is 0.870.